From a dataset of Forward reaction prediction with 1.9M reactions from USPTO patents (1976-2016). Predict the product of the given reaction. (1) Given the reactants [C:1](=O)([O-])[O-].[K+].[K+].[CH2:7]([NH2:15])[CH2:8][CH2:9][CH2:10][CH2:11][CH2:12][CH2:13][CH3:14].[CH:16]1[C:25]2[C:20](=[CH:21][CH:22]=[CH:23][CH:24]=2)[CH:19]=[CH:18][C:17]=1[O:26][CH2:27][CH2:28][CH2:29]CCl, predict the reaction product. The product is: [CH2:7]([NH:15][CH2:29][CH2:28][CH:27]([O:26][C:17]1[CH:18]=[CH:19][C:20]2[C:25](=[CH:24][CH:23]=[CH:22][CH:21]=2)[CH:16]=1)[CH3:1])[CH2:8][CH2:9][CH2:10][CH2:11][CH2:12][CH2:13][CH3:14]. (2) Given the reactants [NH2:1][C:2]1[C:7]([C:8]([C:10]2[CH:15]=[CH:14][CH:13]=[CH:12][N:11]=2)=O)=[CH:6][CH:5]=[CH:4][N:3]=1.O.NN.[OH-].[K+], predict the reaction product. The product is: [N:11]1[CH:12]=[CH:13][CH:14]=[CH:15][C:10]=1[CH2:8][C:7]1[C:2]([NH2:1])=[N:3][CH:4]=[CH:5][CH:6]=1.